This data is from Forward reaction prediction with 1.9M reactions from USPTO patents (1976-2016). The task is: Predict the product of the given reaction. (1) Given the reactants C([Li])C[CH2:3][CH3:4].[C:6]1([NH:12][C:13](=[O:23])[C:14]2[CH:19]=[CH:18][C:17](Br)=[CH:16][C:15]=2OC)[CH:11]=[CH:10][CH:9]=[CH:8][CH:7]=1.[B:24](OC(C)C)([O:29]C(C)C)[O:25]C(C)C.Cl, predict the reaction product. The product is: [CH2:6]([NH:12][C:13]([C:14]1[CH:15]=[CH:16][C:17]([B:24]([OH:29])[OH:25])=[CH:18][CH:19]=1)=[O:23])[CH2:11][C:10]1[CH:9]=[CH:8][CH:7]=[CH:4][CH:3]=1. (2) Given the reactants [CH3:1][C:2]([C:4]1[CH:9]=[CH:8][CH:7]=[CH:6][CH:5]=1)=[CH2:3].[C:10]([C:14]1[CH:22]=[CH:21][C:17]([C:18]([CH3:20])=[CH2:19])=[CH:16][CH:15]=1)([CH3:13])([CH3:12])[CH3:11], predict the reaction product. The product is: [CH3:3][C:2]([C:4]1[CH:9]=[CH:8][CH:7]=[CH:6][CH:5]=1)=[CH2:1].[C:10]([C:14]1[CH:15]=[CH:16][C:17]([C:18]([CH3:20])=[CH2:19])=[CH:21][CH:22]=1)([CH3:13])([CH3:11])[CH3:12]. (3) Given the reactants [Br:1][C:2]1[CH:11]=[C:10]2[C:5]([C:6](=O)[CH2:7][CH2:8][O:9]2)=[CH:4][CH:3]=1.Cl.[NH2:14][OH:15].C([O-])(=O)C.[Na+], predict the reaction product. The product is: [Br:1][C:2]1[CH:11]=[C:10]2[C:5]([C:6](=[N:14][OH:15])[CH2:7][CH2:8][O:9]2)=[CH:4][CH:3]=1. (4) Given the reactants Cl[C:2]1[CH:3]=[C:4]([CH:27]=[CH:28][C:29]=1[F:30])[CH2:5][N:6]1[CH2:15][CH2:14][C:13]2[C:8](=[C:9]([OH:25])[C:10](=[O:24])[N:11]([CH:21]([CH3:23])[CH3:22])[C:12]=2[C:16]([N:18]([CH3:20])[CH3:19])=[O:17])[C:7]1=[O:26].[H][H], predict the reaction product. The product is: [F:30][C:29]1[CH:28]=[CH:27][C:4]([CH2:5][N:6]2[CH2:15][CH2:14][C:13]3[C:8](=[C:9]([OH:25])[C:10](=[O:24])[N:11]([CH:21]([CH3:22])[CH3:23])[C:12]=3[C:16]([N:18]([CH3:20])[CH3:19])=[O:17])[C:7]2=[O:26])=[CH:3][CH:2]=1. (5) Given the reactants [O:1]1[C:5]2[CH:6]=[CH:7][CH:8]=[CH:9][C:4]=2[CH:3]=[C:2]1[C:10]1[CH:19]=[CH:18][C:17]([O:20]C)=[C:16]2[C:11]=1[CH:12]=[CH:13][CH:14]=[N:15]2.[O:22]1[C:26]2[CH:27]=[CH:28][CH:29]=[CH:30][C:25]=2[CH:24]=[C:23]1[C:31]1[CH:40]=[CH:39][C:38]([OH:41])=[C:37]2[C:32]=1[CH:33]=[CH:34][CH:35]=[N:36]2.Br[CH2:43][C:44]#[N:45], predict the reaction product. The product is: [O:1]1[C:5]2[CH:6]=[CH:7][CH:8]=[CH:9][C:4]=2[CH:3]=[C:2]1[C:10]1[CH:19]=[CH:18][C:17]([OH:20])=[C:16]2[C:11]=1[CH:12]=[CH:13][CH:14]=[N:15]2.[O:22]1[C:26]2[CH:27]=[CH:28][CH:29]=[CH:30][C:25]=2[CH:24]=[C:23]1[C:31]1[CH:40]=[CH:39][C:38]([O:41][CH2:43][C:44]#[N:45])=[C:37]2[C:32]=1[CH:33]=[CH:34][CH:35]=[N:36]2.